This data is from Forward reaction prediction with 1.9M reactions from USPTO patents (1976-2016). The task is: Predict the product of the given reaction. (1) Given the reactants [Cl:1][C:2]1[C:7]2[C:8]([I:11])=[N:9][NH:10][C:6]=2[CH:5]=[C:4]([CH3:12])[N:3]=1.[OH-].[K+].Cl[CH2:16][C:17]1[CH:22]=[CH:21][C:20]([O:23][CH3:24])=[CH:19][CH:18]=1, predict the reaction product. The product is: [Cl:1][C:2]1[C:7]2[C:8]([I:11])=[N:9][N:10]([CH2:16][C:17]3[CH:22]=[CH:21][C:20]([O:23][CH3:24])=[CH:19][CH:18]=3)[C:6]=2[CH:5]=[C:4]([CH3:12])[N:3]=1. (2) Given the reactants [CH3:1][O:2][C:3]1[CH:4]=[C:5]([C:11]2[N:12]=[C:13]([NH:23][CH:24]3[CH2:26][CH2:25]3)[S:14][C:15]=2[C:16]2[CH:21]=[CH:20][N:19]=[C:18](Cl)[N:17]=2)[CH:6]=[C:7]([O:9][CH3:10])[CH:8]=1.[NH2:27][C:28]1[CH:33]=[CH:32][C:31]([O:34][CH2:35][CH2:36][N:37]2[CH2:41][CH2:40][CH2:39][C:38]2=[O:42])=[C:30]([F:43])[CH:29]=1.[CH2:44]([OH:49])[C:45]([F:48])([F:47])[F:46], predict the reaction product. The product is: [F:46][C:45]([F:48])([F:47])[C:44]([OH:2])=[O:49].[CH3:1][O:2][C:3]1[CH:4]=[C:5]([C:11]2[N:12]=[C:13]([NH:23][CH:24]3[CH2:26][CH2:25]3)[S:14][C:15]=2[C:16]2[CH:21]=[CH:20][N:19]=[C:18]([NH:27][C:28]3[CH:33]=[CH:32][C:31]([O:34][CH2:35][CH2:36][N:37]4[CH2:41][CH2:40][CH2:39][C:38]4=[O:42])=[C:30]([F:43])[CH:29]=3)[N:17]=2)[CH:6]=[C:7]([O:9][CH3:10])[CH:8]=1. (3) Given the reactants [CH:1]1[C:7]([NH2:8])=[N:6][C:4](=[O:5])[N:3]([C@@H:9]2[O:13][C@H:12]([CH2:14][OH:15])[C@@H:11]([OH:16])[C:10]2([F:18])[F:17])[CH:2]=1, predict the reaction product. The product is: [CH:1]1[C:7]([NH2:8])=[N:6][C:4](=[O:5])[N:3]([C@@H:9]2[O:13][C@H:12]([CH2:14][OH:15])[C@@H:11]([OH:16])[C:10]2([F:17])[F:18])[CH:2]=1.[CH:1]1[C:7]([NH2:8])=[N:6][C:4](=[O:5])[N:3]([C@@H:9]2[O:13][C@H:12]([CH2:14][OH:15])[C@@H:11]([OH:16])[C:10]2([F:17])[F:18])[CH:2]=1. (4) Given the reactants C[O-].[Na+:3].[NH2:4][C:5]([NH2:7])=[S:6].C([O:10][C:11](=O)[CH:12]([NH:18][C:19](=[O:30])[C:20]1[CH:25]=[C:24]([CH3:26])[C:23]([O:27][CH3:28])=[C:22]([CH3:29])[CH:21]=1)[C:13](OCC)=[O:14])C, predict the reaction product. The product is: [OH:10][C:11]1[C:12]([NH:18][C:19](=[O:30])[C:20]2[CH:25]=[C:24]([CH3:26])[C:23]([O:27][CH3:28])=[C:22]([CH3:29])[CH:21]=2)=[C:13]([OH:14])[N:7]=[C:5]([S-:6])[N:4]=1.[Na+:3].